This data is from Full USPTO retrosynthesis dataset with 1.9M reactions from patents (1976-2016). The task is: Predict the reactants needed to synthesize the given product. (1) Given the product [C:8]([C:6]1[CH:5]=[C:4]([CH2:12][OH:13])[C:3]([O:14][CH3:15])=[C:2]([NH:1][C:26](=[O:27])[O:28][CH2:29][C:30]([Cl:33])([Cl:32])[Cl:31])[CH:7]=1)([CH3:11])([CH3:9])[CH3:10], predict the reactants needed to synthesize it. The reactants are: [NH2:1][C:2]1[C:3]([O:14][CH3:15])=[C:4]([CH2:12][OH:13])[CH:5]=[C:6]([C:8]([CH3:11])([CH3:10])[CH3:9])[CH:7]=1.C(N(CC)C(C)C)(C)C.Cl[C:26]([O:28][CH2:29][C:30]([Cl:33])([Cl:32])[Cl:31])=[O:27].O. (2) The reactants are: [O:1]1[CH2:6][CH2:5][CH:4]([O:7][C:8]2[CH:17]=[CH:16][CH:15]=[C:14]3[C:9]=2[C:10](=O)[NH:11][CH:12]=[N:13]3)[CH2:3][CH2:2]1.[NH2:19][C:20]1[CH:21]=[C:22]2[C:26](=[CH:27][CH:28]=1)[N:25]([CH2:29][C:30]1[CH:35]=[CH:34][CH:33]=[C:32]([F:36])[CH:31]=1)[N:24]=[CH:23]2. Given the product [F:36][C:32]1[CH:31]=[C:30]([CH:35]=[CH:34][CH:33]=1)[CH2:29][N:25]1[C:26]2[C:22](=[CH:21][C:20]([NH:19][C:10]3[C:9]4[C:14](=[CH:15][CH:16]=[CH:17][C:8]=4[O:7][CH:4]4[CH2:5][CH2:6][O:1][CH2:2][CH2:3]4)[N:13]=[CH:12][N:11]=3)=[CH:28][CH:27]=2)[CH:23]=[N:24]1, predict the reactants needed to synthesize it. (3) Given the product [NH2:11][C:10]1[C:5]([C:3]([OH:4])=[O:2])=[N:6][C:7]([C:16]2[CH:21]=[CH:20][C:19]([Cl:22])=[CH:18][C:17]=2[Cl:23])=[C:8]([C:12]([F:13])([F:14])[F:15])[CH:9]=1, predict the reactants needed to synthesize it. The reactants are: C[O:2][C:3]([C:5]1[C:10]([NH2:11])=[CH:9][C:8]([C:12]([F:15])([F:14])[F:13])=[C:7]([C:16]2[CH:21]=[CH:20][C:19]([Cl:22])=[CH:18][C:17]=2[Cl:23])[N:6]=1)=[O:4].[OH-].[Na+].O1CCOCC1. (4) Given the product [F:1][C:2]1[CH:7]=[CH:6][C:5]([N:8]2[C:12]([CH3:13])=[CH:11][C:10]([C:14]([OH:21])=[O:15])=[C:9]2[CH3:16])=[C:4]([C:17]([F:20])([F:18])[F:19])[CH:3]=1, predict the reactants needed to synthesize it. The reactants are: [F:1][C:2]1[CH:7]=[CH:6][C:5]([N:8]2[C:12]([CH3:13])=[CH:11][C:10]([CH:14]=[O:15])=[C:9]2[CH3:16])=[C:4]([C:17]([F:20])([F:19])[F:18])[CH:3]=1.[O-:21][Mn](=O)(=O)=O.[K+].OO. (5) Given the product [ClH:24].[NH:8]1[CH2:9][CH:10]([C:12]2[C:17]([C:18]3[CH:23]=[CH:22][CH:21]=[CH:20][CH:19]=3)=[CH:16][CH:15]=[CH:14][N:13]=2)[CH2:11]1, predict the reactants needed to synthesize it. The reactants are: C(OC([N:8]1[CH2:11][CH:10]([C:12]2[C:17]([C:18]3[CH:23]=[CH:22][CH:21]=[CH:20][CH:19]=3)=[CH:16][CH:15]=[CH:14][N:13]=2)[CH2:9]1)=O)(C)(C)C.[ClH:24].CO.